Dataset: Full USPTO retrosynthesis dataset with 1.9M reactions from patents (1976-2016). Task: Predict the reactants needed to synthesize the given product. (1) Given the product [Br:1][C:2]1[CH:3]=[CH:4][C:5](/[CH:8]=[N:16]/[S:14]([C:10]([CH3:13])([CH3:12])[CH3:11])=[O:15])=[N:6][CH:7]=1, predict the reactants needed to synthesize it. The reactants are: [Br:1][C:2]1[CH:3]=[CH:4][C:5]([CH:8]=O)=[N:6][CH:7]=1.[C:10]([S@@:14]([NH2:16])=[O:15])([CH3:13])([CH3:12])[CH3:11]. (2) Given the product [F:1][C:2]1[CH:3]=[C:4]([CH:20]=[CH:21][CH:22]=1)[CH2:5][NH:6][C:7]([NH:9][C:10]1[S:11][C:12]([CH:17]([CH3:19])[CH3:18])=[C:13]([CH:15]=[O:16])[N:14]=1)=[O:8], predict the reactants needed to synthesize it. The reactants are: [F:1][C:2]1[CH:3]=[C:4]([CH:20]=[CH:21][CH:22]=1)[CH2:5][NH:6][C:7]([NH:9][C:10]1[S:11][C:12]([CH:17]([CH3:19])[CH3:18])=[C:13]([CH2:15][OH:16])[N:14]=1)=[O:8].